This data is from Forward reaction prediction with 1.9M reactions from USPTO patents (1976-2016). The task is: Predict the product of the given reaction. Given the reactants Cl[CH2:2][CH2:3][CH2:4][C:5]1[NH:13][C:8]2=[N:9][CH:10]=[CH:11][CH:12]=[C:7]2[CH:6]=1.[I-].[K+].[H-].[Na+].C(=O)([O-])O.[Na+], predict the reaction product. The product is: [CH2:4]1[C:5]2=[CH:6][C:7]3[CH:12]=[CH:11][CH:10]=[N:9][C:8]=3[N:13]2[CH2:2][CH2:3]1.